Dataset: Reaction yield outcomes from USPTO patents with 853,638 reactions. Task: Predict the reaction yield, written as a fraction of the theoretical maximum amount of product (1.0 means a 100% yield; for example, 0.34 means a 34% yield). (1) The catalyst is CN(C=O)C. The yield is 0.500. The reactants are [F:1][C:2]1[CH:7]=[C:6]([F:8])[CH:5]=[CH:4][C:3]=1[C:9]1[C:13]([C:14]2[CH:15]=[CH:16][C:17]3[N:18]([C:20]([CH:23]([CH3:25])[CH3:24])=[N:21][N:22]=3)[N:19]=2)=[CH:12][N:11]([CH:26]2[CH2:31][CH2:30][NH:29][CH2:28][CH2:27]2)[N:10]=1.C([O-])([O-])=O.[K+].[K+].Br[CH2:39][CH2:40][O:41][CH3:42]. The product is [F:1][C:2]1[CH:7]=[C:6]([F:8])[CH:5]=[CH:4][C:3]=1[C:9]1[C:13]([C:14]2[CH:15]=[CH:16][C:17]3[N:18]([C:20]([CH:23]([CH3:24])[CH3:25])=[N:21][N:22]=3)[N:19]=2)=[CH:12][N:11]([CH:26]2[CH2:31][CH2:30][N:29]([CH2:39][CH2:40][O:41][CH3:42])[CH2:28][CH2:27]2)[N:10]=1. (2) The yield is 0.250. The product is [CH2:1]([S:6][C:7]1[C:8]([CH:12]2[CH:17]3[CH2:18][CH2:19][N:14]([CH2:15][CH2:16]3)[CH2:13]2)=[N:9][NH:10][CH:11]=1)[CH2:2][CH3:3]. The reactants are [CH2:1]([S:6][C:7]1[C:8]([CH:12]2[CH:17]3[CH2:18][CH2:19][N:14]([CH2:15][CH2:16]3)[CH2:13]2)=[N:9][NH:10][CH:11]=1)[CH2:2][CH2:3]CC.C(S)CC. No catalyst specified.